Task: Predict the product of the given reaction.. Dataset: Forward reaction prediction with 1.9M reactions from USPTO patents (1976-2016) (1) Given the reactants C(OC(=O)[NH:7][C@@H:8]1[CH2:13][CH2:12][CH2:11][N:10]([C:14]2[N:22]([CH2:23][C:24]#[C:25][CH3:26])[C:21]3[C:20](=[O:27])[N:19]([CH2:28][C:29]4[C:38]5[C:33](=[CH:34][CH:35]=[CH:36][CH:37]=5)[N:32]=[CH:31][CH:30]=4)[CH:18]=[N:17][C:16]=3[C:15]=2[C:39]#[N:40])[CH2:9]1)(C)(C)C, predict the reaction product. The product is: [NH2:7][C@@H:8]1[CH2:13][CH2:12][CH2:11][N:10]([C:14]2[N:22]([CH2:23][C:24]#[C:25][CH3:26])[C:21]3[C:20](=[O:27])[N:19]([CH2:28][C:29]4[C:38]5[C:33](=[CH:34][CH:35]=[CH:36][CH:37]=5)[N:32]=[CH:31][CH:30]=4)[CH:18]=[N:17][C:16]=3[C:15]=2[C:39]#[N:40])[CH2:9]1. (2) Given the reactants [C:1]([O:5][C:6]([N:8]1[CH2:13][CH2:12][N:11]([C:14]2[C:19]([N+:20]([O-:22])=[O:21])=[CH:18][C:17]([Br:23])=[CH:16][C:15]=2[C:24](OCC)=[O:25])[CH2:10][CH2:9]1)=[O:7])([CH3:4])([CH3:3])[CH3:2].[H-].C([Al+]CC(C)C)C(C)C, predict the reaction product. The product is: [C:1]([O:5][C:6]([N:8]1[CH2:9][CH2:10][N:11]([C:14]2[C:19]([N+:20]([O-:22])=[O:21])=[CH:18][C:17]([Br:23])=[CH:16][C:15]=2[CH2:24][OH:25])[CH2:12][CH2:13]1)=[O:7])([CH3:4])([CH3:2])[CH3:3].